From a dataset of Full USPTO retrosynthesis dataset with 1.9M reactions from patents (1976-2016). Predict the reactants needed to synthesize the given product. (1) Given the product [F:1][C:2]1[CH:7]=[CH:6][CH:5]=[CH:4][C:3]=1[NH:8][C:9]1[O:10][C:15]([C:16]([O:18][CH2:19][CH3:20])=[O:17])=[C:14]([C:13]([F:12])([F:24])[F:23])[N:11]=1, predict the reactants needed to synthesize it. The reactants are: [F:1][C:2]1[CH:7]=[CH:6][CH:5]=[CH:4][C:3]=1[NH:8][C:9]([NH2:11])=[O:10].[F:12][C:13]([F:24])([F:23])[C:14](=O)[CH:15](Cl)[C:16]([O:18][CH2:19][CH3:20])=[O:17]. (2) Given the product [Cl:1][C:2]1[C:7]2[CH:8]=[N:32][N:31]([CH2:30][C:27]3[CH:28]=[CH:29][C:24]([O:23][CH3:22])=[CH:25][CH:26]=3)[C:6]=2[CH:5]=[C:4]([Cl:11])[N:3]=1, predict the reactants needed to synthesize it. The reactants are: [Cl:1][C:2]1[C:7]([CH:8]=O)=[C:6](Cl)[CH:5]=[C:4]([Cl:11])[N:3]=1.CCN(C(C)C)C(C)C.Cl.[CH3:22][O:23][C:24]1[CH:29]=[CH:28][C:27]([CH2:30][NH:31][NH2:32])=[CH:26][CH:25]=1. (3) Given the product [OH:29][C@@H:24]1[C@@H:23]([N:13]2[C:12](=[O:30])[C:11]3[C:16](=[C:17]4[CH:22]=[CH:21][CH:20]=[CH:19][C:18]4=[C:9]([CH2:8][C:5]4[CH:4]=[CH:3][C:2]([C:31]#[N:32])=[N:7][CH:6]=4)[CH:10]=3)[N:15]=[CH:14]2)[CH2:28][CH2:27][O:26][CH2:25]1, predict the reactants needed to synthesize it. The reactants are: Cl[C:2]1[N:7]=[CH:6][C:5]([CH2:8][C:9]2[CH:10]=[C:11]3[C:16](=[C:17]4[CH:22]=[CH:21][CH:20]=[CH:19][C:18]=24)[N:15]=[CH:14][N:13]([C@H:23]2[CH2:28][CH2:27][O:26][CH2:25][C@@H:24]2[OH:29])[C:12]3=[O:30])=[CH:4][CH:3]=1.[CH3:31][N:32](C=O)C. (4) Given the product [F:10][C:11]1[CH:12]=[C:13]([C:23]2[N:24]=[C:25]([CH3:44])[C:26]3[CH2:31][CH2:30][N:29]([C:32]4[CH:33]=[CH:34][C:35]([CH2:38][C:39]([O:41][CH2:42][CH3:43])=[O:40])=[CH:36][CH:37]=4)[C:27]=3[N:28]=2)[CH:14]=[CH:15][C:16]=1[O:17][CH3:18], predict the reactants needed to synthesize it. The reactants are: ClCCl.C([O-])([O-])=O.[Cs+].[Cs+].[F:10][C:11]1[CH:12]=[C:13](B(O)O)[CH:14]=[CH:15][C:16]=1[O:17][CH3:18].Cl[C:23]1[N:24]=[C:25]([CH3:44])[C:26]2[CH2:31][CH2:30][N:29]([C:32]3[CH:37]=[CH:36][C:35]([CH2:38][C:39]([O:41][CH2:42][CH3:43])=[O:40])=[CH:34][CH:33]=3)[C:27]=2[N:28]=1. (5) Given the product [Br:20][CH2:19][CH2:18][CH2:17][CH2:16][CH2:15][C:3]1([CH2:1][CH3:2])[C:11]2[C:6](=[CH:7][CH:8]=[C:9]([CH3:12])[CH:10]=2)[NH:5][C:4]1=[O:13], predict the reactants needed to synthesize it. The reactants are: [CH2:1]([CH:3]1[C:11]2[C:6](=[CH:7][CH:8]=[C:9]([CH3:12])[CH:10]=2)[NH:5][C:4]1=[O:13])[CH3:2].Br[CH2:15][CH2:16][CH2:17][CH2:18][CH2:19][Br:20].